Task: Predict the reaction yield, written as a fraction of the theoretical maximum amount of product (1.0 means a 100% yield; for example, 0.34 means a 34% yield).. Dataset: Reaction yield outcomes from USPTO patents with 853,638 reactions The reactants are [CH2:1]([O:3][C:4]([C:6]1[NH:7][C:8]2[C:13]([C:14]=1Br)=[CH:12][CH:11]=[CH:10][CH:9]=2)=[O:5])[CH3:2].[C:16]1(B(O)O)[CH:21]=[CH:20][CH:19]=[CH:18][CH:17]=1.C(=O)([O-])[O-].[Na+].[Na+]. The catalyst is C(O)C.C1(C)C=CC=CC=1.Cl.C1C=CC([P]([Pd]([P](C2C=CC=CC=2)(C2C=CC=CC=2)C2C=CC=CC=2)([P](C2C=CC=CC=2)(C2C=CC=CC=2)C2C=CC=CC=2)[P](C2C=CC=CC=2)(C2C=CC=CC=2)C2C=CC=CC=2)(C2C=CC=CC=2)C2C=CC=CC=2)=CC=1. The product is [CH2:1]([O:3][C:4]([C:6]1[NH:7][C:8]2[C:13]([C:14]=1[C:16]1[CH:21]=[CH:20][CH:19]=[CH:18][CH:17]=1)=[CH:12][CH:11]=[CH:10][CH:9]=2)=[O:5])[CH3:2]. The yield is 0.680.